From a dataset of Full USPTO retrosynthesis dataset with 1.9M reactions from patents (1976-2016). Predict the reactants needed to synthesize the given product. (1) Given the product [Br:14][C:15]1[CH:16]=[CH:17][N:18]=[C:1]([NH:2][CH:4]=[C:5]([C:10]([O:12][CH3:13])=[O:11])[C:6]([O:8][CH3:9])=[O:7])[CH:20]=1, predict the reactants needed to synthesize it. The reactants are: [CH3:1][N:2]([CH:4]=[C:5]([C:10]([O:12][CH3:13])=[O:11])[C:6]([O:8][CH3:9])=[O:7])C.[Br:14][C:15]1[CH:20]=C[N:18]=[C:17](N)[CH:16]=1. (2) Given the product [OH:46][C:47]1[CH:52]=[CH:51][C:50]([C:2]2[N:6]3[CH:7]=[C:8]([C:32]4[CH:33]=[CH:34][C:35]([OH:38])=[CH:36][CH:37]=4)[N:9]=[C:10]([NH:11][CH2:12][C:13]4[CH:18]=[CH:17][C:16]([S:19]([NH2:22])(=[O:21])=[O:20])=[CH:15][CH:14]=4)[C:5]3=[N:4][CH:3]=2)=[CH:49][CH:48]=1, predict the reactants needed to synthesize it. The reactants are: Br[C:2]1[N:6]2[CH:7]=[C:8](Br)[N:9]=[C:10]([NH:11][CH2:12][C:13]3[CH:18]=[CH:17][C:16]([S:19]([NH2:22])(=[O:21])=[O:20])=[CH:15][CH:14]=3)[C:5]2=[N:4][CH:3]=1.CC1(C)C(C)(C)OB([C:32]2[CH:37]=[CH:36][C:35]([OH:38])=[CH:34][CH:33]=2)O1.C([O-])([O-])=O.[Na+].[Na+].[O:46](C1C=CC=CC=1P(C1C=CC=CC=1)C1C=CC=CC=1)[C:47]1[CH:52]=[CH:51][CH:50]=[CH:49][C:48]=1P(C1C=CC=CC=1)C1C=CC=CC=1. (3) Given the product [CH2:1]([NH:7][C:21]([C@@H:19]1[C@@H:18]([CH2:14][CH2:15][CH2:16][CH3:17])[O:20]1)=[O:23])[CH2:2][CH2:3][CH3:4], predict the reactants needed to synthesize it. The reactants are: [CH:1]1([NH2+:7]C2CCCCC2)CC[CH2:4][CH2:3][CH2:2]1.[CH2:14]([C@H:18]1[O:20][C@@H:19]1[C:21]([O-:23])=O)[CH2:15][CH2:16][CH3:17].C(Cl)(=O)C(C)(C)C.C(N)CCC. (4) Given the product [C:5]([O-:22])(=[O:21])[CH2:6][CH2:7][CH2:8][CH2:9][CH2:10][CH2:11][CH2:12][CH2:13][CH2:14][CH2:15][CH2:16][CH2:17][CH2:18][CH2:19][CH3:20].[Ga+3:1].[C:5]([O-:22])(=[O:21])[CH2:6][CH2:7][CH2:8][CH2:9][CH2:10][CH2:11][CH2:12][CH2:13][CH2:14][CH2:15][CH2:16][CH2:17][CH2:18][CH2:19][CH3:20].[C:5]([O-:22])(=[O:21])[CH2:6][CH2:7][CH2:8][CH2:9][CH2:10][CH2:11][CH2:12][CH2:13][CH2:14][CH2:15][CH2:16][CH2:17][CH2:18][CH2:19][CH3:20], predict the reactants needed to synthesize it. The reactants are: [Ga:1](I)(I)I.[C:5]([OH:22])(=[O:21])[CH2:6][CH2:7][CH2:8][CH2:9][CH2:10][CH2:11][CH2:12][CH2:13][CH2:14][CH2:15][CH2:16][CH2:17][CH2:18][CH2:19][CH3:20]. (5) Given the product [CH3:29][O:30][C:31]1[CH:39]=[C:38]([O:40][CH3:41])[CH:37]=[CH:36][C:32]=1[C:33]([N:23]1[CH2:24][CH2:25][CH:20]([N:18]2[C:17](=[O:26])[C:16]([CH3:28])([CH3:27])[C:15]([C:7]3[C:8]4[CH2:9][C:10]([CH3:14])([CH3:13])[O:11][C:12]=4[C:4]([O:3][CH3:2])=[CH:5][CH:6]=3)=[N:19]2)[CH2:21][CH2:22]1)=[O:34], predict the reactants needed to synthesize it. The reactants are: Cl.[CH3:2][O:3][C:4]1[C:12]2[O:11][C:10]([CH3:14])([CH3:13])[CH2:9][C:8]=2[C:7]([C:15]2[C:16]([CH3:28])([CH3:27])[C:17](=[O:26])[N:18]([CH:20]3[CH2:25][CH2:24][NH:23][CH2:22][CH2:21]3)[N:19]=2)=[CH:6][CH:5]=1.[CH3:29][O:30][C:31]1[CH:39]=[C:38]([O:40][CH3:41])[CH:37]=[CH:36][C:32]=1[C:33](O)=[O:34]. (6) The reactants are: [O:1]1[CH2:6][CH2:5][CH:4]([C:7]([OH:9])=O)[CH2:3][CH2:2]1.C(N1C=CN=C1)(N1C=CN=C1)=O.Cl.[CH3:23][NH:24][O:25][CH3:26]. Given the product [CH3:26][O:25][N:24]([CH3:23])[C:7]([CH:4]1[CH2:3][CH2:2][O:1][CH2:6][CH2:5]1)=[O:9], predict the reactants needed to synthesize it. (7) Given the product [Br:1][C:2]1[CH:7]=[CH:6][C:5]([N+:9]([O-:11])=[O:10])=[C:4]([OH:8])[CH:3]=1, predict the reactants needed to synthesize it. The reactants are: [Br:1][C:2]1[CH:3]=[C:4]([OH:8])[CH:5]=[CH:6][CH:7]=1.[N+:9]([O-])([O-:11])=[O:10].[Na+].O. (8) The reactants are: [CH:1]([C:3]1[CH:4]=[C:5]([CH2:9][C:10]([OH:12])=O)[CH:6]=[CH:7][CH:8]=1)=[O:2].C1C=CC2N(O)N=NC=2C=1.C(Cl)CCl.Cl.[NH2:28][CH2:29][C:30]1[NH:34][N:33]=[N:32][N:31]=1. Given the product [NH:31]1[C:30]([CH2:29][NH:28][C:10]([CH2:9][C:5]2[CH:4]=[C:3]([CH:8]=[CH:7][CH:6]=2)[CH:1]=[O:2])=[O:12])=[N:34][N:33]=[N:32]1, predict the reactants needed to synthesize it.